From a dataset of Full USPTO retrosynthesis dataset with 1.9M reactions from patents (1976-2016). Predict the reactants needed to synthesize the given product. Given the product [NH:5]1[CH:9]=[CH:8][C:7](/[CH:10]=[CH:11]/[C:12]([O:14][CH2:15][CH2:16][CH2:17][CH3:18])=[O:13])=[CH:6]1, predict the reactants needed to synthesize it. The reactants are: C([Si](C(C)C)(C(C)C)[N:5]1[CH:9]=[CH:8][C:7](/[CH:10]=[CH:11]/[C:12]([O:14][CH2:15][CH2:16][CH2:17][CH3:18])=[O:13])=[CH:6]1)(C)C.O.O.O.[F-].C([N+](CCCC)(CCCC)CCCC)CCC.